Predict which catalyst facilitates the given reaction. From a dataset of Catalyst prediction with 721,799 reactions and 888 catalyst types from USPTO. Reactant: [BH4-].[Na+].[NH2:3][C:4]1[C:9]([C:10]([CH3:12])=[O:11])=[C:8]([C:13](OC)=[O:14])[N:7]=[C:6]([C:17]2[CH:22]=[CH:21][C:20]([C:23]([F:26])([F:25])[F:24])=[CH:19][CH:18]=2)[N:5]=1.Cl. Product: [NH2:3][C:4]1[C:9]([CH:10]([OH:11])[CH3:12])=[C:8]([CH2:13][OH:14])[N:7]=[C:6]([C:17]2[CH:22]=[CH:21][C:20]([C:23]([F:26])([F:24])[F:25])=[CH:19][CH:18]=2)[N:5]=1. The catalyst class is: 5.